Dataset: CYP2D6 inhibition data for predicting drug metabolism from PubChem BioAssay. Task: Regression/Classification. Given a drug SMILES string, predict its absorption, distribution, metabolism, or excretion properties. Task type varies by dataset: regression for continuous measurements (e.g., permeability, clearance, half-life) or binary classification for categorical outcomes (e.g., BBB penetration, CYP inhibition). Dataset: cyp2d6_veith. The compound is C/C(CC(=O)Nc1cc(C)ccn1)=N\NC(=O)COc1cccc(C)c1. The result is 0 (non-inhibitor).